From a dataset of TCR-epitope binding with 47,182 pairs between 192 epitopes and 23,139 TCRs. Binary Classification. Given a T-cell receptor sequence (or CDR3 region) and an epitope sequence, predict whether binding occurs between them. The epitope is YLKLTDNVYIK. The TCR CDR3 sequence is CASRPGTGSYNEQFF. Result: 0 (the TCR does not bind to the epitope).